From a dataset of Full USPTO retrosynthesis dataset with 1.9M reactions from patents (1976-2016). Predict the reactants needed to synthesize the given product. Given the product [C:8]([C:12]1[CH:13]=[C:14]([NH:30][S:31]([CH3:34])(=[O:32])=[O:33])[C:15]([O:28][CH3:29])=[C:16]([NH:18][C:19](=[O:27])[NH:35][C:36]2[C:45]3[C:40](=[CH:41][CH:42]=[CH:43][CH:44]=3)[C:39]([O:46][C:47]3[CH:52]=[CH:51][N:50]=[C:49]([NH:53][C:54]4[CH:59]=[CH:58][C:57]([P:60](=[O:67])([O:61][CH2:62][CH3:63])[O:64][CH2:65][CH3:66])=[C:56]([O:68][CH3:69])[CH:55]=4)[CH:48]=3)=[CH:38][CH:37]=2)[CH:17]=1)([CH3:11])([CH3:10])[CH3:9], predict the reactants needed to synthesize it. The reactants are: C(N(CC)CC)C.[C:8]([C:12]1[CH:13]=[C:14]([NH:30][S:31]([CH3:34])(=[O:33])=[O:32])[C:15]([O:28][CH3:29])=[C:16]([NH:18][C:19](=[O:27])OC2C=CC=CC=2)[CH:17]=1)([CH3:11])([CH3:10])[CH3:9].[NH2:35][C:36]1[C:45]2[C:40](=[CH:41][CH:42]=[CH:43][CH:44]=2)[C:39]([O:46][C:47]2[CH:52]=[CH:51][N:50]=[C:49]([NH:53][C:54]3[CH:59]=[CH:58][C:57]([P:60](=[O:67])([O:64][CH2:65][CH3:66])[O:61][CH2:62][CH3:63])=[C:56]([O:68][CH3:69])[CH:55]=3)[CH:48]=2)=[CH:38][CH:37]=1.C(=O)(O)[O-].[NH4+].